This data is from Catalyst prediction with 721,799 reactions and 888 catalyst types from USPTO. The task is: Predict which catalyst facilitates the given reaction. (1) Reactant: Cl[C:2]1[N:3]=[N:4][CH:5]=[C:6]([C:15]2[CH:20]=[CH:19][C:18]([Cl:21])=[CH:17][CH:16]=2)[C:7]=1[C:8]1[CH:13]=[CH:12][C:11]([Cl:14])=[CH:10][CH:9]=1.O.[NH2:23][NH2:24].O. Product: [Cl:14][C:11]1[CH:12]=[CH:13][C:8]([C:7]2[C:6]([C:15]3[CH:20]=[CH:19][C:18]([Cl:21])=[CH:17][CH:16]=3)=[CH:5][N:4]=[N:3][C:2]=2[NH:23][NH2:24])=[CH:9][CH:10]=1. The catalyst class is: 17. (2) Reactant: [Cl:1][C:2]1[C:3](=[O:30])[N:4]([C:19]2[CH:24]=[C:23]([C:25](=O)[C:26]#[CH:27])[CH:22]=[CH:21][C:20]=2[CH3:29])[C:5]([CH3:18])=[N:6][C:7]=1[O:8][CH2:9][C:10]1[CH:15]=[CH:14][C:13]([F:16])=[CH:12][C:11]=1[F:17].Cl.[OH:32][C:33]([CH3:38])([CH3:37])[C:34]([NH2:36])=[NH:35].C(=O)([O-])[O-].[K+].[K+]. Product: [Cl:1][C:2]1[C:3](=[O:30])[N:4]([C:19]2[CH:24]=[C:23]([C:25]3[CH:26]=[CH:27][N:36]=[C:34]([C:33]([OH:32])([CH3:38])[CH3:37])[N:35]=3)[CH:22]=[CH:21][C:20]=2[CH3:29])[C:5]([CH3:18])=[N:6][C:7]=1[O:8][CH2:9][C:10]1[CH:15]=[CH:14][C:13]([F:16])=[CH:12][C:11]=1[F:17]. The catalyst class is: 10. (3) Reactant: [Cl:1][C:2]1[CH:3]=[C:4]([C:12]2[S:16][C:15]([C:17]3[C:18]([CH3:35])=[C:19]4[C:24](=[CH:25][CH:26]=3)[CH2:23][N:22]([CH:27]3[CH2:32][O:31]C(C)(C)[O:29][CH2:28]3)[CH2:21][CH2:20]4)=[N:14][N:13]=2)[CH:5]=[CH:6][C:7]=1[O:8][CH:9]([CH3:11])[CH3:10].Cl. Product: [ClH:1].[Cl:1][C:2]1[CH:3]=[C:4]([C:12]2[S:16][C:15]([C:17]3[C:18]([CH3:35])=[C:19]4[C:24](=[CH:25][CH:26]=3)[CH2:23][N:22]([CH:27]([CH2:32][OH:31])[CH2:28][OH:29])[CH2:21][CH2:20]4)=[N:14][N:13]=2)[CH:5]=[CH:6][C:7]=1[O:8][CH:9]([CH3:10])[CH3:11]. The catalyst class is: 1. (4) Reactant: Cl[C:2]1[C:7]([CH:8]=[O:9])=[C:6]([NH:10][C:11](=[O:16])[C:12]([CH3:15])([CH3:14])[CH3:13])[CH:5]=[CH:4][N:3]=1.[CH3:17][N:18]1[C:22](B2OC(C)(C)C(C)(C)O2)=[CH:21][CH:20]=[N:19]1.COCCOC.C(=O)([O-])[O-].[Na+].[Na+]. Product: [CH:8]([C:7]1[C:2]([C:22]2[N:18]([CH3:17])[N:19]=[CH:20][CH:21]=2)=[N:3][CH:4]=[CH:5][C:6]=1[NH:10][C:11](=[O:16])[C:12]([CH3:15])([CH3:14])[CH3:13])=[O:9]. The catalyst class is: 103. (5) Reactant: [CH:1]([O:4][C:5]([N:7]1[CH2:12][CH2:11][CH:10]([O:13][C:14]2[C:19]([CH3:20])=[C:18]([O:21][C:22]3[CH:27]=[CH:26][C:25]([C:28](O)=[O:29])=[CH:24][C:23]=3[F:31])[N:17]=[CH:16][N:15]=2)[CH2:9][CH2:8]1)=[O:6])([CH3:3])[CH3:2].[CH3:32][O:33][CH2:34][CH2:35][NH2:36].CN(C(ON1N=NC2C=CC=NC1=2)=[N+](C)C)C.F[P-](F)(F)(F)(F)F.C(N(CC)CC)C. Product: [CH:1]([O:4][C:5]([N:7]1[CH2:12][CH2:11][CH:10]([O:13][C:14]2[C:19]([CH3:20])=[C:18]([O:21][C:22]3[CH:27]=[CH:26][C:25]([C:28](=[O:29])[NH:36][CH2:35][CH2:34][O:33][CH3:32])=[CH:24][C:23]=3[F:31])[N:17]=[CH:16][N:15]=2)[CH2:9][CH2:8]1)=[O:6])([CH3:2])[CH3:3]. The catalyst class is: 3. (6) Reactant: [C:1]([O:5][C:6]([N:8]1[C@@H:13]([CH2:14][O:15][Si](C(C)(C)C)(C)C)[CH2:12][O:11][C@H:10]([O:23][CH2:24][CH3:25])[CH2:9]1)=[O:7])([CH3:4])([CH3:3])[CH3:2].[F-].C([N+](CCCC)(CCCC)CCCC)CCC. Product: [C:1]([O:5][C:6]([N:8]1[C@@H:13]([CH2:14][OH:15])[CH2:12][O:11][C@H:10]([O:23][CH2:24][CH3:25])[CH2:9]1)=[O:7])([CH3:4])([CH3:3])[CH3:2]. The catalyst class is: 7. (7) Reactant: [CH3:1][N:2]1[CH:6]=[CH:5][C:4]([CH2:7]O)=[N:3]1.S(Cl)(Cl)=O.[I:13][C:14]1[C:22]2[C:17](=[CH:18][CH:19]=[CH:20][C:21]=2[N+:23]([O-:25])=[O:24])[NH:16][N:15]=1.C([O-])([O-])=O.[K+].[K+]. Product: [I:13][C:14]1[C:22]2[C:17](=[CH:18][CH:19]=[CH:20][C:21]=2[N+:23]([O-:25])=[O:24])[N:16]([CH2:7][C:4]2[CH:5]=[CH:6][N:2]([CH3:1])[N:3]=2)[N:15]=1. The catalyst class is: 59.